From a dataset of Reaction yield outcomes from USPTO patents with 853,638 reactions. Predict the reaction yield, written as a fraction of the theoretical maximum amount of product (1.0 means a 100% yield; for example, 0.34 means a 34% yield). (1) The catalyst is C1COCC1.[Zn]. The yield is 0.950. The product is [F:1][C:2]1[C:11]2[C:6](=[CH:7][CH:8]=[CH:9][CH:10]=2)[CH:5]=[CH:4][C:3]=1[F:14]. The reactants are [F:1][C:2]1[C:11]2[C:6](=[CH:7][CH:8]=[CH:9][CH:10]=2)[C:5](F)=[C:4](F)[C:3]=1[F:14].FC1(F)C2C(=CC=CC=2)C=CC1(F)F.[NH4+].[OH-]. (2) The reactants are [N+:1]([C:4]1[CH:5]=[C:6]([CH2:10][CH2:11]C(O)=O)[CH:7]=[CH:8][CH:9]=1)([O-:3])=[O:2].C(Cl)(Cl)Cl.[N-:19]=[N+]=[N-].[Na+].C(=O)([O-])[O-].[K+].[K+]. The catalyst is S(=O)(=O)(O)O.O. The product is [N+:1]([C:4]1[CH:5]=[C:6]([CH2:10][CH2:11][NH2:19])[CH:7]=[CH:8][CH:9]=1)([O-:3])=[O:2]. The yield is 0.590. (3) The reactants are Br[C:2]1[C:12]2[O:11][CH2:10][CH2:9][N:8]([C:13]([O:15][C:16]([CH3:19])([CH3:18])[CH3:17])=[O:14])[CH2:7][C:6]=2[CH:5]=[CH:4][CH:3]=1.[CH3:20][C:21]1[C:25](B(O)O)=[C:24]([CH3:29])[O:23][N:22]=1.C(O)C.C(=O)([O-])[O-].[Na+].[Na+]. The catalyst is C1(C)C=CC=CC=1.C1C=CC([P]([Pd]([P](C2C=CC=CC=2)(C2C=CC=CC=2)C2C=CC=CC=2)([P](C2C=CC=CC=2)(C2C=CC=CC=2)C2C=CC=CC=2)[P](C2C=CC=CC=2)(C2C=CC=CC=2)C2C=CC=CC=2)(C2C=CC=CC=2)C2C=CC=CC=2)=CC=1.O. The product is [CH3:20][C:21]1[C:25]([C:2]2[C:12]3[O:11][CH2:10][CH2:9][N:8]([C:13]([O:15][C:16]([CH3:19])([CH3:18])[CH3:17])=[O:14])[CH2:7][C:6]=3[CH:5]=[CH:4][CH:3]=2)=[C:24]([CH3:29])[O:23][N:22]=1. The yield is 0.577. (4) The reactants are [ClH:1].Cl.[C:3]1([NH2:11])[C:4]([NH2:10])=[CH:5][C:6]([NH2:9])=[CH:7][CH:8]=1.[OH:12][C:13]1[CH:14]=[C:15]([C:20]([C:22]([C:24]2[CH:29]=[CH:28][C:27]([OH:30])=[C:26]([OH:31])[CH:25]=2)=O)=O)[CH:16]=[CH:17][C:18]=1[OH:19].C(OCC)C. The catalyst is CO. The product is [ClH:1].[ClH:1].[OH:12][C:13]1[CH:14]=[C:15]([C:20]2[C:22]([C:24]3[CH:29]=[CH:28][C:27]([OH:30])=[C:26]([OH:31])[CH:25]=3)=[N:10][C:4]3[C:3](=[CH:8][CH:7]=[C:6]([NH2:9])[CH:5]=3)[N:11]=2)[CH:16]=[CH:17][C:18]=1[OH:19]. The yield is 0.847.